Dataset: Full USPTO retrosynthesis dataset with 1.9M reactions from patents (1976-2016). Task: Predict the reactants needed to synthesize the given product. (1) The reactants are: [OH:1][CH2:2][C:3]1[N:8]=[C:7]([NH:9][C:10](=[O:16])[O:11][C:12]([CH3:15])([CH3:14])[CH3:13])[CH:6]=[CH:5][CH:4]=1.C(N(C(C)C)CC)(C)C.[CH3:26][S:27](Cl)(=[O:29])=[O:28]. Given the product [CH3:26][S:27]([O:1][CH2:2][C:3]1[CH:4]=[CH:5][CH:6]=[C:7]([NH:9][C:10]([O:11][C:12]([CH3:13])([CH3:15])[CH3:14])=[O:16])[N:8]=1)(=[O:29])=[O:28], predict the reactants needed to synthesize it. (2) Given the product [N:1]1[C:10]2[C:5](=[CH:6][CH:7]=[CH:8][CH:9]=2)[CH:4]=[CH:3][C:2]=1/[CH:11]=[CH:12]/[C:13]([OH:15])=[O:14], predict the reactants needed to synthesize it. The reactants are: [N:1]1[C:10]2[C:5](=[CH:6][CH:7]=[CH:8][CH:9]=2)[CH:4]=[CH:3][C:2]=1/[CH:11]=[CH:12]/[C:13]([O:15]C)=[O:14].O.[OH-].[Na+]. (3) Given the product [CH2:17]([O:19][CH:20]([O:23][CH2:24][CH3:25])[CH2:21][O:15][C:11]1[CH:10]=[C:9]2[C:14](=[CH:13][CH:12]=1)[C@H:6]([CH2:5][C:4]([O:3][CH2:1][CH3:2])=[O:16])[CH2:7][CH2:8]2)[CH3:18], predict the reactants needed to synthesize it. The reactants are: [CH2:1]([O:3][C:4](=[O:16])[CH2:5][C@H:6]1[C:14]2[C:9](=[CH:10][C:11]([OH:15])=[CH:12][CH:13]=2)[CH2:8][CH2:7]1)[CH3:2].[CH2:17]([O:19][CH:20]([O:23][CH2:24][CH3:25])[CH2:21]Br)[CH3:18].C([O-])([O-])=O.[Cs+].[Cs+].O. (4) The reactants are: [C:1]1([C@@H:7]([NH:9][C:10]2[CH:15]=[C:14](Cl)[N:13]=[CH:12][N:11]=2)[CH3:8])[CH:6]=[CH:5][CH:4]=[CH:3][CH:2]=1.ClC1C=CC(C(N)C)=CC=1.[F:27][C:28]1[CH:37]=[CH:36][C:31]([O:32][CH2:33][CH2:34][NH2:35])=[CH:30][CH:29]=1. Given the product [F:27][C:28]1[CH:37]=[CH:36][C:31]([O:32][CH2:33][CH2:34][NH:35][C:14]2[CH:15]=[C:10]([NH:9][C@H:7]([C:1]3[CH:6]=[CH:5][CH:4]=[CH:3][CH:2]=3)[CH3:8])[N:11]=[CH:12][N:13]=2)=[CH:30][CH:29]=1, predict the reactants needed to synthesize it. (5) Given the product [CH2:1]([N:5]1[C:6]2[CH:11]=[N:10][N:9]([CH3:12])[C:8](=[O:13])[C:7]=2[S:22]/[C:21]/1=[N:20]\[C:18](=[O:19])[C:17]1[CH:23]=[C:24]([C:27]([F:30])([F:29])[F:28])[CH:25]=[CH:26][C:16]=1[F:15])[CH2:2][CH2:3][CH3:4], predict the reactants needed to synthesize it. The reactants are: [CH2:1]([NH:5][C:6]1[CH:11]=[N:10][N:9]([CH3:12])[C:8](=[O:13])[C:7]=1Cl)[CH2:2][CH2:3][CH3:4].[F:15][C:16]1[CH:26]=[CH:25][C:24]([C:27]([F:30])([F:29])[F:28])=[CH:23][C:17]=1[C:18]([N:20]=[C:21]=[S:22])=[O:19].